From a dataset of Full USPTO retrosynthesis dataset with 1.9M reactions from patents (1976-2016). Predict the reactants needed to synthesize the given product. (1) Given the product [CH2:25]([N:3]1[C:2]([N:29]2[CH2:34][CH2:33][NH:32][CH2:31][CH2:30]2)=[N:10][C:9]2[C:4]1=[N:5][C:6]([C:18]1[CH:19]=[N:20][C:21]([NH2:24])=[N:22][CH:23]=1)=[N:7][C:8]=2[N:11]1[CH2:16][CH2:15][O:14][CH2:13][C@@H:12]1[CH3:17])[CH:26]([CH3:28])[CH3:27], predict the reactants needed to synthesize it. The reactants are: Cl[C:2]1[N:3]([CH2:25][CH:26]([CH3:28])[CH3:27])[C:4]2[C:9]([N:10]=1)=[C:8]([N:11]1[CH2:16][CH2:15][O:14][CH2:13][C@@H:12]1[CH3:17])[N:7]=[C:6]([C:18]1[CH:19]=[N:20][C:21]([NH2:24])=[N:22][CH:23]=1)[N:5]=2.[NH:29]1[CH2:34][CH2:33][NH:32][CH2:31][CH2:30]1. (2) Given the product [Cl:19][C:14]1[CH:13]=[C:12]([NH:11][C:10]([NH:9][C:4]2[N:3]=[C:2]([O:27][C:28]3[CH:29]=[N:30][CH:31]=[CH:32][CH:33]=3)[CH:7]=[C:6]([CH3:8])[N:5]=2)=[NH:20])[CH:17]=[CH:16][C:15]=1[Cl:18], predict the reactants needed to synthesize it. The reactants are: Cl[C:2]1[CH:7]=[C:6]([CH3:8])[N:5]=[C:4]([NH:9][C:10](=[NH:20])[NH:11][C:12]2[CH:17]=[CH:16][C:15]([Cl:18])=[C:14]([Cl:19])[CH:13]=2)[N:3]=1.C([O-])([O-])=O.[K+].[K+].[OH:27][C:28]1[CH:29]=[N:30][CH:31]=[CH:32][CH:33]=1. (3) The reactants are: Br[C:2]1[C:3]([CH3:11])=[N:4][N:5]([CH3:10])[C:6]=1[C:7]([OH:9])=O.[NH4+].[Cl-].C[N:15](C(ON1N=NC2C=CC=CC1=2)=[N+](C)C)C.[B-](F)(F)(F)F.CCN(C(C)C)C(C)C.CN(C=O)C.[Cl:50][C:51]1[C:56]([F:57])=[CH:55][CH:54]=[C:53]([O:58][CH3:59])[C:52]=1[C@H:60]([C:62]1[C:70]2[C:65](=[N:66][CH:67]=[C:68](B3OC(C)(C)C(C)(C)O3)[CH:69]=2)[NH:64][CH:63]=1)[CH3:61].C([O-])([O-])=O.[K+].[K+].O. Given the product [Cl:50][C:51]1[C:56]([F:57])=[CH:55][CH:54]=[C:53]([O:58][CH3:59])[C:52]=1[C@H:60]([C:62]1[C:70]2[C:65](=[N:66][CH:67]=[C:68]([C:2]3[C:3]([CH3:11])=[N:4][N:5]([CH3:10])[C:6]=3[C:7]([NH2:15])=[O:9])[CH:69]=2)[NH:64][CH:63]=1)[CH3:61], predict the reactants needed to synthesize it. (4) Given the product [F:1][C:2]1[CH:7]=[CH:6][C:5]([CH2:8][CH2:9][C:10]([OH:12])=[O:11])=[CH:4][C:3]=1[O:13][CH3:14], predict the reactants needed to synthesize it. The reactants are: [F:1][C:2]1[CH:7]=[CH:6][C:5]([CH:8]=[CH:9][C:10]([OH:12])=[O:11])=[CH:4][C:3]=1[O:13][CH3:14].[H][H]. (5) Given the product [Br:20][C:21]1[C:29]2[C:28]([NH:1][C@H:2]([C:4]3[N:9]([C:10]4[CH:15]=[CH:14][CH:13]=[CH:12][CH:11]=4)[C:8](=[O:16])[C:7]4=[CH:17][CH:18]=[CH:19][N:6]4[N:5]=3)[CH3:3])=[N:27][CH:26]=[N:25][C:24]=2[N:23]([CH2:31][O:32][CH2:33][CH2:34][Si:35]([CH3:38])([CH3:37])[CH3:36])[CH:22]=1, predict the reactants needed to synthesize it. The reactants are: [NH2:1][C@H:2]([C:4]1[N:9]([C:10]2[CH:15]=[CH:14][CH:13]=[CH:12][CH:11]=2)[C:8](=[O:16])[C:7]2=[CH:17][CH:18]=[CH:19][N:6]2[N:5]=1)[CH3:3].[Br:20][C:21]1[C:29]2[C:28](Cl)=[N:27][CH:26]=[N:25][C:24]=2[N:23]([CH2:31][O:32][CH2:33][CH2:34][Si:35]([CH3:38])([CH3:37])[CH3:36])[CH:22]=1.[F-].[Cs+].C(N(CC)C(C)C)(C)C.